Dataset: Full USPTO retrosynthesis dataset with 1.9M reactions from patents (1976-2016). Task: Predict the reactants needed to synthesize the given product. (1) Given the product [CH2:23]([O:22][C@@H:5]([CH2:6][C:7]1[CH:8]=[CH:9][C:10]([O:13][CH2:14][C:15]2[S:16][C:17]([C:37]3[CH:36]=[CH:35][C:34]([C:32]4[O:31][N:30]=[C:29]([CH2:28][OH:27])[CH:33]=4)=[CH:39][CH:38]=3)=[CH:18][C:19]=2[CH3:20])=[CH:11][CH:12]=1)[C:4]([OH:3])=[O:25])[CH3:24], predict the reactants needed to synthesize it. The reactants are: C([O:3][C:4](=[O:25])[C@@H:5]([O:22][CH2:23][CH3:24])[CH2:6][C:7]1[CH:12]=[CH:11][C:10]([O:13][CH2:14][C:15]2[S:16][C:17](Br)=[CH:18][C:19]=2[CH3:20])=[CH:9][CH:8]=1)C.C[O:27][CH2:28][C:29]1[CH:33]=[C:32]([C:34]2[CH:39]=[CH:38][C:37](B3OC(C)(C)C(C)(C)O3)=[CH:36][CH:35]=2)[O:31][N:30]=1. (2) The reactants are: [Cl:1][C:2]1[CH:26]=[CH:25][C:5]([C:6]([NH:8][CH:9]([CH2:13][C:14]2[C:23]3[C:18](=[CH:19][CH:20]=[CH:21][CH:22]=3)[NH:17][C:16](=[O:24])[CH:15]=2)[C:10]([OH:12])=[S:11])=[O:7])=[CH:4][CH:3]=1.[CH:27]#[C:28][CH2:29]Br. Given the product [Cl:1][C:2]1[CH:3]=[CH:4][C:5]([C:6]([NH:8][CH:9]([CH2:13][C:14]2[C:23]3[C:18](=[CH:19][CH:20]=[CH:21][CH:22]=3)[NH:17][C:16](=[O:24])[CH:15]=2)[C:10]([S:11][CH2:29][C:28]#[CH:27])=[O:12])=[O:7])=[CH:25][CH:26]=1, predict the reactants needed to synthesize it.